From a dataset of Peptide-MHC class I binding affinity with 185,985 pairs from IEDB/IMGT. Regression. Given a peptide amino acid sequence and an MHC pseudo amino acid sequence, predict their binding affinity value. This is MHC class I binding data. The peptide sequence is WILTHTLYR. The MHC is HLA-B39:01 with pseudo-sequence HLA-B39:01. The binding affinity (normalized) is 0.0847.